This data is from Full USPTO retrosynthesis dataset with 1.9M reactions from patents (1976-2016). The task is: Predict the reactants needed to synthesize the given product. (1) Given the product [CH2:39]([O:35][C@H:24]1[C@H:23]([O:36][CH2:1][C:2]2[CH:7]=[CH:6][CH:5]=[CH:4][CH:3]=2)[C@H:22]([CH2:21][O:20][C:1]([C:8]2[CH:9]=[CH:10][CH:11]=[CH:12][CH:13]=2)([C:2]2[CH:7]=[CH:6][CH:5]=[CH:4][CH:3]=2)[C:14]2[CH:19]=[CH:18][CH:17]=[CH:16][CH:15]=2)[O:34][C@@H:25]1[S:26][C:27]1[CH:32]=[CH:31][C:30]([CH3:33])=[CH:29][CH:28]=1)[C:40]1[CH:45]=[CH:44][CH:43]=[CH:42][CH:41]=1, predict the reactants needed to synthesize it. The reactants are: [C:1]([O:20][CH2:21][C@@H:22]1[O:34][C@H:25]([S:26][C:27]2[CH:32]=[CH:31][C:30]([CH3:33])=[CH:29][CH:28]=2)[C@@H:24]([OH:35])[C@@H:23]1[OH:36])([C:14]1[CH:19]=[CH:18][CH:17]=[CH:16][CH:15]=1)([C:8]1[CH:13]=[CH:12][CH:11]=[CH:10][CH:9]=1)[C:2]1[CH:7]=[CH:6][CH:5]=[CH:4][CH:3]=1.[H-].[Na+].[CH2:39](Br)[C:40]1[CH:45]=[CH:44][CH:43]=[CH:42][CH:41]=1. (2) Given the product [N:9]1[CH:10]=[CH:11][CH:12]=[C:7]([N:5]2[CH:6]=[C:2]([C:18]3[CH:17]=[CH:16][C:15]([C:14]([F:25])([F:24])[F:13])=[N:20][CH:19]=3)[CH:3]=[N:4]2)[CH:8]=1, predict the reactants needed to synthesize it. The reactants are: I[C:2]1[CH:3]=[N:4][N:5]([C:7]2[CH:8]=[N:9][CH:10]=[CH:11][CH:12]=2)[CH:6]=1.[F:13][C:14]([F:25])([F:24])[C:15]1[N:20]=[CH:19][C:18](B(O)O)=[CH:17][CH:16]=1.C(=O)([O-])[O-].[Cs+].[Cs+]. (3) Given the product [Cl:1][C:2]1[CH:3]=[C:4]([NH:9][C:10]2[N:22]=[CH:21][N:20]=[C:19]3[C:11]=2[C:12]2[CH:13]=[CH:14][C:15]4[C:16](=[CH:23][N:24]([CH2:26][CH2:27][O:28][S:30]([CH3:29])(=[O:32])=[O:31])[N:25]=4)[C:17]=2[S:18]3)[CH:5]=[CH:6][C:7]=1[F:8], predict the reactants needed to synthesize it. The reactants are: [Cl:1][C:2]1[CH:3]=[C:4]([NH:9][C:10]2[N:22]=[CH:21][N:20]=[C:19]3[C:11]=2[C:12]2[CH:13]=[CH:14][C:15]4[C:16](=[CH:23][N:24]([CH2:26][CH2:27][OH:28])[N:25]=4)[C:17]=2[S:18]3)[CH:5]=[CH:6][C:7]=1[F:8].[CH3:29][S:30](O[S:30]([CH3:29])(=[O:32])=[O:31])(=[O:32])=[O:31].N1C=CC=CC=1. (4) Given the product [Cl:17][C:14]1[CH:15]=[CH:16][C:11]([O:10][C:7]2[CH:8]=[CH:9][C:4]([C:3]([OH:33])=[O:2])=[CH:5][N:6]=2)=[CH:12][C:13]=1[CH:18]([CH3:32])[C:19]([C:25]1[CH:30]=[CH:29][N:28]=[C:27]([Cl:31])[CH:26]=1)([OH:24])[C:20]([F:23])([F:21])[F:22], predict the reactants needed to synthesize it. The reactants are: C[O:2][C:3](=[O:33])[C:4]1[CH:9]=[CH:8][C:7]([O:10][C:11]2[CH:16]=[CH:15][C:14]([Cl:17])=[C:13]([CH:18]([CH3:32])[C:19]([C:25]3[CH:30]=[CH:29][N:28]=[C:27]([Cl:31])[CH:26]=3)([OH:24])[C:20]([F:23])([F:22])[F:21])[CH:12]=2)=[N:6][CH:5]=1.[Li+].[OH-].O. (5) The reactants are: [CH3:1][O:2][CH2:3][CH2:4][N:5]1[CH2:11][CH2:10][C:9]2[CH:12]=[C:13]([NH2:16])[CH:14]=[CH:15][C:8]=2[CH2:7][CH2:6]1.Cl[C:18]1[N:23]=[C:22]([NH:24][C:25]2[CH:30]=[CH:29][C:28]([N:31]([CH3:33])[CH3:32])=[CH:27][C:26]=2[S:34]([N:37]([CH3:39])[CH3:38])(=[O:36])=[O:35])[C:21]([Cl:40])=[CH:20][N:19]=1. Given the product [Cl:40][C:21]1[C:22]([NH:24][C:25]2[CH:30]=[CH:29][C:28]([N:31]([CH3:33])[CH3:32])=[CH:27][C:26]=2[S:34]([N:37]([CH3:39])[CH3:38])(=[O:36])=[O:35])=[N:23][C:18]([NH:16][C:13]2[CH:14]=[CH:15][C:8]3[CH2:7][CH2:6][N:5]([CH2:4][CH2:3][O:2][CH3:1])[CH2:11][CH2:10][C:9]=3[CH:12]=2)=[N:19][CH:20]=1, predict the reactants needed to synthesize it. (6) Given the product [C:26]([C:25]1[CH:24]=[CH:23][C:22]([C:18]2[C:17]3[N:16]([N:15]=[C:14]([NH:13][C:10]4[CH:9]=[CH:8][C:7]([CH:4]5[CH2:5][CH2:6][N:1]([CH2:32][C:33]([N:35]([CH3:37])[CH3:36])=[O:34])[CH2:2][CH2:3]5)=[CH:12][CH:11]=4)[N:30]=3)[CH:21]=[CH:20][CH:19]=2)=[CH:29][CH:28]=1)#[N:27], predict the reactants needed to synthesize it. The reactants are: [NH:1]1[CH2:6][CH2:5][CH:4]([C:7]2[CH:12]=[CH:11][C:10]([NH:13][C:14]3[N:30]=[C:17]4[C:18]([C:22]5[CH:29]=[CH:28][C:25]([C:26]#[N:27])=[CH:24][CH:23]=5)=[CH:19][CH:20]=[CH:21][N:16]4[N:15]=3)=[CH:9][CH:8]=2)[CH2:3][CH2:2]1.Cl[CH2:32][C:33]([N:35]([CH3:37])[CH3:36])=[O:34].